From a dataset of Reaction yield outcomes from USPTO patents with 853,638 reactions. Predict the reaction yield, written as a fraction of the theoretical maximum amount of product (1.0 means a 100% yield; for example, 0.34 means a 34% yield). (1) The catalyst is C(Cl)(Cl)Cl.O. The yield is 0.840. The reactants are [CH3:1][O:2][C:3]1[CH:4]=[C:5]2[C:10](=[CH:11][C:12]=1[O:13][CH3:14])[N:9]=[CH:8][CH:7]=[C:6]2[O:15][C:16]1[C:22]([CH3:23])=[CH:21][C:19]([NH2:20])=[C:18]([CH3:24])[CH:17]=1.C(N(CC)CC)C.ClC(Cl)(O[C:36](=[O:42])OC(Cl)(Cl)Cl)Cl.[CH2:44]([N:46]([C:50]1[CH:55]=[CH:54][CH:53]=[C:52]([CH3:56])[CH:51]=1)[CH2:47][CH2:48][NH2:49])[CH3:45]. The product is [CH3:1][O:2][C:3]1[CH:4]=[C:5]2[C:10](=[CH:11][C:12]=1[O:13][CH3:14])[N:9]=[CH:8][CH:7]=[C:6]2[O:15][C:16]1[C:22]([CH3:23])=[CH:21][C:19]([NH:20][C:36]([NH:49][CH2:48][CH2:47][N:46]([CH2:44][CH3:45])[C:50]2[CH:55]=[CH:54][CH:53]=[C:52]([CH3:56])[CH:51]=2)=[O:42])=[C:18]([CH3:24])[CH:17]=1. (2) The reactants are [F:1][C:2]([F:39])([F:38])[C:3]1[CH:8]=[CH:7][C:6]([N:9]2[CH2:14][CH2:13][CH2:12][C@H:11]([NH:15][C@@H:16]3[CH2:21][CH2:20][CH2:19][CH2:18][C@H:17]3[NH:22][C:23]3[O:24][C:25]([C:28]4[CH:29]=[C:30]([CH:35]=[CH:36][CH:37]=4)[C:31]([O:33]C)=[O:32])=[CH:26][N:27]=3)[CH2:10]2)=[CH:5][CH:4]=1.[Li+].[OH-].Cl. The catalyst is CO.C1COCC1. The product is [F:39][C:2]([F:1])([F:38])[C:3]1[CH:8]=[CH:7][C:6]([N:9]2[CH2:14][CH2:13][CH2:12][C@H:11]([NH:15][C@@H:16]3[CH2:21][CH2:20][CH2:19][CH2:18][C@H:17]3[NH:22][C:23]3[O:24][C:25]([C:28]4[CH:29]=[C:30]([CH:35]=[CH:36][CH:37]=4)[C:31]([OH:33])=[O:32])=[CH:26][N:27]=3)[CH2:10]2)=[CH:5][CH:4]=1. The yield is 0.710. (3) The reactants are Br[C:2]1[CH:7]=[CH:6][C:5]([CH2:8][O:9][C:10]2[CH:15]=[CH:14][CH:13]=[CH:12][CH:11]=2)=[CH:4][C:3]=1[N+:16]([O-:18])=[O:17].[SH:19][C:20]1[CH:25]=[CH:24][C:23]([OH:26])=[CH:22][CH:21]=1.C(=O)([O-])[O-].[K+].[K+]. The catalyst is CN(C=O)C. The product is [N+:16]([C:3]1[CH:4]=[C:5]([CH2:8][O:9][C:10]2[CH:15]=[CH:14][CH:13]=[CH:12][CH:11]=2)[CH:6]=[CH:7][C:2]=1[S:19][C:20]1[CH:25]=[CH:24][C:23]([OH:26])=[CH:22][CH:21]=1)([O-:18])=[O:17]. The yield is 0.840.